The task is: Predict the reaction yield, written as a fraction of the theoretical maximum amount of product (1.0 means a 100% yield; for example, 0.34 means a 34% yield).. This data is from Reaction yield outcomes from USPTO patents with 853,638 reactions. (1) The reactants are [CH3:1][O:2][C:3](=[O:15])[C:4]1[CH:13]=[CH:12][C:11]([OH:14])=[C:6]([C:7]([O:9]C)=[O:8])[CH:5]=1. The catalyst is N1C=CC=CC=1. The product is [OH:14][C:11]1[CH:12]=[CH:13][C:4]([C:3]([O:2][CH3:1])=[O:15])=[CH:5][C:6]=1[C:7]([OH:9])=[O:8]. The yield is 1.00. (2) The reactants are [C:1]([C:3]1[CH:4]=[C:5]([CH:26]=[CH:27][CH:28]=1)[C:6]([NH:8][C:9]1[C:10]([CH3:25])=[C:11]2[C:17]([CH:18]3[CH2:23][CH2:22][NH:21][CH2:20][CH2:19]3)=[CH:16][N:15]([CH3:24])[C:12]2=[N:13][CH:14]=1)=[O:7])#[N:2].[CH:29]1([C:34](Cl)=[O:35])[CH2:33][CH2:32][CH2:31][CH2:30]1.C(N(CC)CC)C. The catalyst is CN(C)C=O. The product is [C:1]([C:3]1[CH:4]=[C:5]([CH:26]=[CH:27][CH:28]=1)[C:6]([NH:8][C:9]1[C:10]([CH3:25])=[C:11]2[C:17]([CH:18]3[CH2:19][CH2:20][N:21]([C:34]([CH:29]4[CH2:33][CH2:32][CH2:31][CH2:30]4)=[O:35])[CH2:22][CH2:23]3)=[CH:16][N:15]([CH3:24])[C:12]2=[N:13][CH:14]=1)=[O:7])#[N:2]. The yield is 0.460. (3) The reactants are [S:1]([Cl:5])(=O)(=[O:3])[OH:2].[CH3:6][N:7]([C:9]1[CH:14]=[CH:13][CH:12]=[CH:11][CH:10]=1)[CH3:8].[Cl-].[Na+].O.O. The catalyst is ClCCl. The product is [CH3:6][N:7]([CH3:8])[C:9]1[CH:10]=[C:11]([S:1]([Cl:5])(=[O:3])=[O:2])[CH:12]=[CH:13][CH:14]=1. The yield is 0.110. (4) The reactants are [OH:1][C:2]1[CH:19]=[C:18]([OH:20])[CH:17]=[C:16]2[C:3]=1[C@@:4]1([CH3:26])[C@H:13]([CH2:14][S:15]2(=[O:22])=[O:21])[C@:12]2([CH3:23])[C@H:7]([C:8]([CH3:25])([CH3:24])[CH2:9][CH2:10][CH2:11]2)[CH2:6][CH2:5]1.[CH3:27][Si](C=[N+]=[N-])(C)C. The catalyst is C(Cl)Cl.CO. The product is [OH:1][C:2]1[CH:19]=[C:18]([O:20][CH3:27])[CH:17]=[C:16]2[C:3]=1[C@@:4]1([CH3:26])[C@H:13]([CH2:14][S:15]2(=[O:22])=[O:21])[C@:12]2([CH3:23])[C@H:7]([C:8]([CH3:25])([CH3:24])[CH2:9][CH2:10][CH2:11]2)[CH2:6][CH2:5]1. The yield is 0.580. (5) The reactants are [H-].[Na+].[NH2:3][CH:4]=[CH:5][C:6](=[O:11])[C:7]([F:10])([F:9])[F:8].CO[CH:14]=[CH:15][C:16]#[N:17].Cl. The catalyst is CN(C)C=O.CCCCCC.C(OCC)(=O)C.O. The product is [F:8][C:7]([F:10])([F:9])[C:6](=[O:11])[CH:5]=[CH:4][NH:3][CH:14]=[CH:15][C:16]#[N:17]. The yield is 0.523. (6) The reactants are [NH2:1][C:2]1[N:7]([C:8]2[CH:13]=[CH:12][C:11]([I:14])=[CH:10][C:9]=2[F:15])[C:6](=[O:16])[NH:5][C:4](=[O:17])[CH:3]=1.[CH3:18][N:19]([CH3:22])[CH:20]=O.CN(C(OC)OC)C.C(O)(C)C. The catalyst is O. The product is [F:15][C:9]1[CH:10]=[C:11]([I:14])[CH:12]=[CH:13][C:8]=1[N:7]1[C:2]([N:1]=[CH:18][N:19]([CH3:22])[CH3:20])=[CH:3][C:4](=[O:17])[NH:5][C:6]1=[O:16]. The yield is 0.677. (7) The reactants are Cl[C:2]1[S:10][C:9]2[C:8]([C:11]([C:13]3[S:14][CH:15]=[CH:16][CH:17]=3)=[O:12])=[N:7][C:6]([NH:18][CH2:19][C:20]3[CH:21]=[N:22][CH:23]=[CH:24][CH:25]=3)=[N:5][C:4]=2[CH:3]=1.COC1C=C(C=CC=1OC)C[NH2:32]. The catalyst is CC(N(C)C)=O.FC(F)(F)C(O)=O.C(OC(=O)C)C. The product is [NH2:32][C:2]1[S:10][C:9]2[C:8]([C:11]([C:13]3[S:14][CH:15]=[CH:16][CH:17]=3)=[O:12])=[N:7][C:6]([NH:18][CH2:19][C:20]3[CH:21]=[N:22][CH:23]=[CH:24][CH:25]=3)=[N:5][C:4]=2[CH:3]=1. The yield is 0.0900. (8) The product is [O:38]=[S:2]1(=[O:1])[CH2:3][CH2:4][CH:5]([C:8]2[C:16]3[C:11](=[C:12]([C:35]([NH2:37])=[O:36])[CH:13]=[C:14]([C:17]4[S:18][C:19]([CH2:22][CH2:23][C:24]([OH:26])([CH3:34])[CH3:25])=[CH:20][CH:21]=4)[CH:15]=3)[NH:10][CH:9]=2)[CH2:6][CH2:7]1. The reactants are [O:1]=[S:2]1(=[O:38])[CH2:7][CH2:6][CH:5]([C:8]2[C:16]3[C:11](=[C:12]([C:35]([NH2:37])=[O:36])[CH:13]=[C:14]([C:17]4[S:18][C:19]([CH2:22][CH2:23][C:24]([CH3:34])([O:26][Si](CC)(CC)CC)[CH3:25])=[CH:20][CH:21]=4)[CH:15]=3)[NH:10][CH:9]=2)[CH2:4][CH2:3]1.[F-].C([N+](CCCC)(CCCC)CCCC)CCC. The yield is 0.400. The catalyst is O1CCCC1. (9) The reactants are [Br:1][C:2]1[CH:11]=[CH:10][C:9]([N+:12]([O-])=O)=[CH:8][C:3]=1[C:4]([O:6][CH3:7])=[O:5].[Sn](Cl)Cl.C(OCC)(=O)C.[OH-].[Na+]. The catalyst is CO.O. The product is [NH2:12][C:9]1[CH:10]=[CH:11][C:2]([Br:1])=[C:3]([CH:8]=1)[C:4]([O:6][CH3:7])=[O:5]. The yield is 0.940.